Dataset: Catalyst prediction with 721,799 reactions and 888 catalyst types from USPTO. Task: Predict which catalyst facilitates the given reaction. (1) Reactant: [N:1]1[CH:6]=[CH:5][CH:4]=[CH:3][C:2]=1[CH:7]=O.[CH2:9]([NH2:11])[CH3:10]. Product: [CH2:9]([NH:11][CH2:7][C:2]1[CH:3]=[CH:4][CH:5]=[CH:6][N:1]=1)[CH3:10]. The catalyst class is: 1. (2) Reactant: Br[C:2]1[CH:3]=[CH:4][CH:5]=[C:6]2[C:10]=1[NH:9][CH:8]=[CH:7]2.[F:11][C:12]1[CH:17]=[CH:16][C:15](B(O)O)=[CH:14][CH:13]=1.C(=O)([O-])[O-].[Na+].[Na+]. Product: [F:11][C:12]1[CH:17]=[CH:16][C:15]([C:2]2[CH:3]=[CH:4][CH:5]=[C:6]3[C:10]=2[NH:9][CH:8]=[CH:7]3)=[CH:14][CH:13]=1. The catalyst class is: 109. (3) The catalyst class is: 872. Product: [Cl:1][C:2]1[C:3]([NH:9][CH2:10][CH:11]2[CH2:13][CH:12]2[C:14]2[CH:19]=[CH:18][C:17]([F:20])=[CH:16][CH:15]=2)=[CH:4][N:5]=[N:6][C:7]=1[NH:21][NH2:22]. Reactant: [Cl:1][C:2]1[C:3]([NH:9][CH2:10][CH:11]2[CH2:13][CH:12]2[C:14]2[CH:19]=[CH:18][C:17]([F:20])=[CH:16][CH:15]=2)=[CH:4][N:5]=[N:6][C:7]=1Cl.[NH2:21][NH2:22]. (4) Reactant: [F:1][C:2]1[CH:14]=[CH:13][C:5]([NH:6][C:7]2[CH:12]=[CH:11][CH:10]=[CH:9][N:8]=2)=[C:4]([NH2:15])[CH:3]=1.[S:16]1[CH:20]=[CH:19][CH:18]=[C:17]1/[CH:21]=[CH:22]/[C:23](Cl)=O.N1C=CC=CC=1N1C2C=CC=CC=2N=C1/C=C/C1C=CC=CC=1.[C:49]([OH:54])(=[O:53])[C:50]([OH:52])=[O:51]. Product: [C:49]([OH:54])(=[O:53])[C:50]([OH:52])=[O:51].[F:1][C:2]1[CH:14]=[CH:13][C:5]2[N:6]([C:7]3[CH:12]=[CH:11][CH:10]=[CH:9][N:8]=3)[C:23](/[CH:22]=[CH:21]/[C:17]3[S:16][CH:20]=[CH:19][CH:18]=3)=[N:15][C:4]=2[CH:3]=1. The catalyst class is: 13. (5) Reactant: [CH3:1][N:2]1[C:7](=[O:8])[CH:6]=[C:5]([C:9]2[CH:14]=[CH:13][N:12]=[CH:11][N:10]=2)[N:4]=[C:3]1[O:15][CH:16]1[CH2:21][CH2:20][N:19]([CH2:22][CH2:23][CH:24]2[CH2:29][CH2:28][N:27](C(OC(C)(C)C)=O)[CH2:26][CH2:25]2)[CH2:18][CH2:17]1.Cl. Product: [CH3:1][N:2]1[C:7](=[O:8])[CH:6]=[C:5]([C:9]2[CH:14]=[CH:13][N:12]=[CH:11][N:10]=2)[N:4]=[C:3]1[O:15][CH:16]1[CH2:17][CH2:18][N:19]([CH2:22][CH2:23][CH:24]2[CH2:25][CH2:26][NH:27][CH2:28][CH2:29]2)[CH2:20][CH2:21]1. The catalyst class is: 8. (6) Reactant: [CH:1]([NH:14][C:15]([C:17]1[C:18]([OH:25])=[N:19][C:20]([CH:23]=[O:24])=[N:21][CH:22]=1)=[O:16])([C:8]1[CH:13]=[CH:12][CH:11]=[CH:10][CH:9]=1)[C:2]1[CH:7]=[CH:6][CH:5]=[CH:4][CH:3]=1.O.[O-:27]Cl=O.[Na+]. Product: [CH:1]([NH:14][C:15]([C:17]1[C:18]([OH:25])=[N:19][C:20]([C:23]([OH:27])=[O:24])=[N:21][CH:22]=1)=[O:16])([C:8]1[CH:9]=[CH:10][CH:11]=[CH:12][CH:13]=1)[C:2]1[CH:7]=[CH:6][CH:5]=[CH:4][CH:3]=1. The catalyst class is: 218. (7) Reactant: CS(O[CH2:6][C:7]1[N:12]=[CH:11][C:10]2[N:13]=[CH:14][N:15]([C:16]3[S:17][C:18]([C:34](=[O:36])[NH2:35])=[C:19]([O:21][C@@H:22]([C:24]4[CH:29]=[CH:28][CH:27]=[CH:26][C:25]=4[C:30]([F:33])([F:32])[F:31])[CH3:23])[CH:20]=3)[C:9]=2[CH:8]=1)(=O)=O.[CH3:37][N:38]([CH3:44])[CH:39]1[CH2:43][CH2:42][NH:41][CH2:40]1. Product: [CH3:37][N:38]([CH3:44])[CH:39]1[CH2:43][CH2:42][N:41]([CH2:6][C:7]2[N:12]=[CH:11][C:10]3[N:13]=[CH:14][N:15]([C:16]4[S:17][C:18]([C:34]([NH2:35])=[O:36])=[C:19]([O:21][C@@H:22]([C:24]5[CH:29]=[CH:28][CH:27]=[CH:26][C:25]=5[C:30]([F:31])([F:32])[F:33])[CH3:23])[CH:20]=4)[C:9]=3[CH:8]=2)[CH2:40]1. The catalyst class is: 4. (8) Reactant: [CH2:1]([O:8][C:9]([N:11]1[C@H:15]([C:16]([OH:18])=O)[CH2:14][S:13][C@@H:12]1[C:19]1[CH:20]=[N:21][CH:22]=[CH:23][CH:24]=1)=[O:10])[C:2]1[CH:7]=[CH:6][CH:5]=[CH:4][CH:3]=1.CCN(C(C)C)C(C)C.CN(C(ON1N=NC2C=CC=NC1=2)=[N+](C)C)C.F[P-](F)(F)(F)(F)F.[C:58]1([C:64]2[N:65]=[C:66]([NH2:69])[S:67][CH:68]=2)[CH:63]=[CH:62][CH:61]=[CH:60][CH:59]=1. Product: [CH2:1]([O:8][C:9]([N:11]1[C@H:15]([C:16](=[O:18])[NH:69][C:66]2[S:67][CH:68]=[C:64]([C:58]3[CH:63]=[CH:62][CH:61]=[CH:60][CH:59]=3)[N:65]=2)[CH2:14][S:13][C@@H:12]1[C:19]1[CH:20]=[N:21][CH:22]=[CH:23][CH:24]=1)=[O:10])[C:2]1[CH:3]=[CH:4][CH:5]=[CH:6][CH:7]=1. The catalyst class is: 3.